This data is from Catalyst prediction with 721,799 reactions and 888 catalyst types from USPTO. The task is: Predict which catalyst facilitates the given reaction. (1) Reactant: [F:1][C:2]([F:13])([F:12])[C:3]1[CH:11]=[C:10]2[C:6]([CH:7]=[CH:8][NH:9]2)=[CH:5][CH:4]=1.[Cl-].[CH3:15][CH:16]=[N+:17]=CC.[OH-:20].[Na+]. Product: [F:13][C:2]([F:1])([F:12])[C:3]1[CH:11]=[C:10]2[C:6]([C:7]([CH2:15][C:16]([NH2:17])=[O:20])=[CH:8][NH:9]2)=[CH:5][CH:4]=1. The catalyst class is: 2. (2) Reactant: [C:1]([C:3]1[CH:8]=[CH:7][C:6]([N:9]2[CH2:14][CH2:13][CH2:12][C@H:11]([NH:15][C@@H:16]3[CH2:21][CH2:20][CH2:19][CH2:18][C@H:17]3[NH:22][C:23]3[CH:28]=[C:27](/[CH:29]=[CH:30]\[C:31]([O:33]C(C)(C)C)=[O:32])[CH:26]=[CH:25][N:24]=3)[CH2:10]2)=[CH:5][CH:4]=1)#[N:2].C(O)(C(F)(F)F)=O. Product: [C:1]([C:3]1[CH:4]=[CH:5][C:6]([N:9]2[CH2:14][CH2:13][CH2:12][C@H:11]([NH:15][C@@H:16]3[CH2:21][CH2:20][CH2:19][CH2:18][C@H:17]3[NH:22][C:23]3[CH:28]=[C:27](/[CH:29]=[CH:30]\[C:31]([OH:33])=[O:32])[CH:26]=[CH:25][N:24]=3)[CH2:10]2)=[CH:7][CH:8]=1)#[N:2]. The catalyst class is: 2.